Dataset: HIV replication inhibition screening data with 41,000+ compounds from the AIDS Antiviral Screen. Task: Binary Classification. Given a drug SMILES string, predict its activity (active/inactive) in a high-throughput screening assay against a specified biological target. (1) The drug is CO.OCC1OC(OCC(COCc2ccccc2)OCc2ccccc2)C(O)C(O)C1O. The result is 0 (inactive). (2) The molecule is O=C1OC2CCCC1O2. The result is 0 (inactive).